Task: Regression. Given two drug SMILES strings and cell line genomic features, predict the synergy score measuring deviation from expected non-interaction effect.. Dataset: NCI-60 drug combinations with 297,098 pairs across 59 cell lines (1) Drug 1: C1=NC2=C(N=C(N=C2N1C3C(C(C(O3)CO)O)O)F)N. Drug 2: C1CNP(=O)(OC1)N(CCCl)CCCl. Cell line: M14. Synergy scores: CSS=2.53, Synergy_ZIP=0.364, Synergy_Bliss=7.23, Synergy_Loewe=3.44, Synergy_HSA=5.48. (2) Cell line: T-47D. Synergy scores: CSS=17.2, Synergy_ZIP=-8.46, Synergy_Bliss=-4.48, Synergy_Loewe=-4.44, Synergy_HSA=-4.13. Drug 1: CC(CN1CC(=O)NC(=O)C1)N2CC(=O)NC(=O)C2. Drug 2: CCC1(CC2CC(C3=C(CCN(C2)C1)C4=CC=CC=C4N3)(C5=C(C=C6C(=C5)C78CCN9C7C(C=CC9)(C(C(C8N6C)(C(=O)OC)O)OC(=O)C)CC)OC)C(=O)OC)O.OS(=O)(=O)O.